From a dataset of M1 muscarinic receptor antagonist screen with 61,756 compounds. Binary Classification. Given a drug SMILES string, predict its activity (active/inactive) in a high-throughput screening assay against a specified biological target. The compound is S(CC(=O)N1CCCc2c1cccc2)c1n(N)c(nn1)c1ccccc1. The result is 0 (inactive).